The task is: Predict the product of the given reaction.. This data is from Forward reaction prediction with 1.9M reactions from USPTO patents (1976-2016). (1) The product is: [CH3:1][O:2][C:3]1[CH:4]=[CH:5][C:6]([C:9]2[O:10][CH:11]=[C:12]([CH2:14][O:15][C:16]3[CH:21]=[CH:20][C:19]([S:23]([Cl:22])(=[O:25])=[O:24])=[CH:18][CH:17]=3)[N:13]=2)=[CH:7][CH:8]=1. Given the reactants [CH3:1][O:2][C:3]1[CH:8]=[CH:7][C:6]([C:9]2[O:10][CH:11]=[C:12]([CH2:14][O:15][C:16]3[CH:21]=[CH:20][CH:19]=[CH:18][CH:17]=3)[N:13]=2)=[CH:5][CH:4]=1.[Cl:22][S:23](O)(=[O:25])=[O:24], predict the reaction product. (2) Given the reactants [C:1]([N:8]1[CH2:12][C@@H:11]([N:13]([CH:20]2[CH2:25][CH2:24][C:23]([CH3:27])([CH3:26])[CH2:22][CH2:21]2)[C:14](=[O:19])[C:15]([CH3:18])([CH3:17])[CH3:16])[CH2:10][C@@H:9]1[C:28](N(OC)C)=[O:29])([O:3][C:4]([CH3:7])([CH3:6])[CH3:5])=[O:2].[CH3:34][Mg]Br.CCOCC, predict the reaction product. The product is: [C:1]([N:8]1[CH2:12][C@@H:11]([N:13]([CH:20]2[CH2:25][CH2:24][C:23]([CH3:26])([CH3:27])[CH2:22][CH2:21]2)[C:14](=[O:19])[C:15]([CH3:16])([CH3:18])[CH3:17])[CH2:10][C@@H:9]1[C:28](=[O:29])[CH3:34])([O:3][C:4]([CH3:5])([CH3:7])[CH3:6])=[O:2]. (3) Given the reactants [CH2:1]([C:3]1[CH:8]=[CH:7][C:6]([CH:9]2[CH2:14][N:13]([C:15]([N:17]3[CH2:22][CH2:21][O:20][CH2:19][CH2:18]3)=[O:16])[CH2:12][CH:11]([C:23](=[S:25])[NH2:24])[CH2:10]2)=[CH:5][CH:4]=1)[CH3:2].[Cl:26][CH:27](Cl)[C:28](=O)[CH3:29], predict the reaction product. The product is: [Cl:26][CH2:27][C:28]1[N:24]=[C:23]([CH:11]2[CH2:10][CH:9]([C:6]3[CH:7]=[CH:8][C:3]([CH2:1][CH3:2])=[CH:4][CH:5]=3)[CH2:14][N:13]([C:15]([N:17]3[CH2:22][CH2:21][O:20][CH2:19][CH2:18]3)=[O:16])[CH2:12]2)[S:25][CH:29]=1. (4) Given the reactants C([O:3][C:4]([C:6]1[S:7][CH:8]=[C:9]([C:11]2[CH:16]=[CH:15][CH:14]=[C:13]([C:17]3[CH2:18][C:19](=[O:33])[NH:20][C:21]4[CH:27]=[C:26]([N:28]5[CH:32]=[CH:31][CH:30]=[CH:29]5)[CH:25]=[CH:24][C:22]=4[N:23]=3)[CH:12]=2)[N:10]=1)=O)C.[NH3:34], predict the reaction product. The product is: [O:33]=[C:19]1[CH2:18][C:17]([C:13]2[CH:12]=[C:11]([C:9]3[N:10]=[C:6]([C:4]([NH2:34])=[O:3])[S:7][CH:8]=3)[CH:16]=[CH:15][CH:14]=2)=[N:23][C:22]2[CH:24]=[CH:25][C:26]([N:28]3[CH:32]=[CH:31][CH:30]=[CH:29]3)=[CH:27][C:21]=2[NH:20]1. (5) Given the reactants [Cl:1][C:2]1[CH:7]=[CH:6][CH:5]=[C:4]([F:8])[C:3]=1[NH:9][C:10]1[N:14]([CH3:15])[C:13]2[C:16]3[CH2:17][C:18]([CH3:28])([CH3:27])[O:19][C:20]=3[C:21]([C:23]([O:25]C)=[O:24])=[CH:22][C:12]=2[N:11]=1.[OH-].[Na+], predict the reaction product. The product is: [Cl:1][C:2]1[CH:7]=[CH:6][CH:5]=[C:4]([F:8])[C:3]=1[NH:9][C:10]1[N:14]([CH3:15])[C:13]2[C:16]3[CH2:17][C:18]([CH3:28])([CH3:27])[O:19][C:20]=3[C:21]([C:23]([OH:25])=[O:24])=[CH:22][C:12]=2[N:11]=1. (6) Given the reactants [CH3:1][N:2]1[C:6]([S:7][C:8]2[C:17](=[O:18])[C:16]3[C:11](=[CH:12][CH:13]=[CH:14][CH:15]=3)/[C:10](=[N:19]/[S:20]([C:23]3[CH:28]=[CH:27][C:26]([C:29]4[CH:34]=[CH:33][CH:32]=[CH:31][CH:30]=4)=[CH:25][CH:24]=3)(=[O:22])=[O:21])/[CH:9]=2)=[N:5][N:4]=[N:3]1.ClC1C(=O)C2C(=CC=CC=2)/C(=N/S(C2C=CC(C3C=CC=CC=3)=CC=2)(=O)=O)/C=1.SC1N=CNN=1, predict the reaction product. The product is: [NH:4]1[CH:1]=[N:2][C:6]([S:7][C:8]2[C:17](=[O:18])[C:16]3[C:11](=[CH:12][CH:13]=[CH:14][CH:15]=3)/[C:10](=[N:19]/[S:20]([C:23]3[CH:24]=[CH:25][C:26]([C:29]4[CH:34]=[CH:33][CH:32]=[CH:31][CH:30]=4)=[CH:27][CH:28]=3)(=[O:21])=[O:22])/[CH:9]=2)=[N:5]1.[CH3:1][N:2]1[C:6]([S:7][C:8]2[C:17](=[O:18])[C:16]3[C:11](=[CH:12][CH:13]=[CH:14][CH:15]=3)/[C:10](=[N:19]/[S:20]([C:23]3[CH:28]=[CH:27][C:26]([C:29]4[CH:34]=[CH:33][CH:32]=[CH:31][CH:30]=4)=[CH:25][CH:24]=3)(=[O:21])=[O:22])/[CH:9]=2)=[N:5][N:4]=[N:3]1.